This data is from NCI-60 drug combinations with 297,098 pairs across 59 cell lines. The task is: Regression. Given two drug SMILES strings and cell line genomic features, predict the synergy score measuring deviation from expected non-interaction effect. (1) Drug 1: C#CCC(CC1=CN=C2C(=N1)C(=NC(=N2)N)N)C3=CC=C(C=C3)C(=O)NC(CCC(=O)O)C(=O)O. Drug 2: C1CN(P(=O)(OC1)NCCCl)CCCl. Cell line: DU-145. Synergy scores: CSS=-4.42, Synergy_ZIP=4.00, Synergy_Bliss=4.79, Synergy_Loewe=-4.91, Synergy_HSA=-2.51. (2) Drug 2: C1CCC(C(C1)N)N.C(=O)(C(=O)[O-])[O-].[Pt+4]. Drug 1: C1CN(CCN1C(=O)CCBr)C(=O)CCBr. Cell line: RPMI-8226. Synergy scores: CSS=59.1, Synergy_ZIP=2.84, Synergy_Bliss=1.14, Synergy_Loewe=0.360, Synergy_HSA=3.60. (3) Drug 1: C1CCC(CC1)NC(=O)N(CCCl)N=O. Drug 2: C1CN1P(=S)(N2CC2)N3CC3. Cell line: T-47D. Synergy scores: CSS=0.698, Synergy_ZIP=-6.29, Synergy_Bliss=-11.7, Synergy_Loewe=-12.5, Synergy_HSA=-10.1. (4) Drug 1: CNC(=O)C1=CC=CC=C1SC2=CC3=C(C=C2)C(=NN3)C=CC4=CC=CC=N4. Drug 2: CN1CCC(CC1)COC2=C(C=C3C(=C2)N=CN=C3NC4=C(C=C(C=C4)Br)F)OC. Cell line: SK-MEL-5. Synergy scores: CSS=-6.78, Synergy_ZIP=6.71, Synergy_Bliss=4.84, Synergy_Loewe=-1.66, Synergy_HSA=-2.45. (5) Drug 1: CCC1=CC2CC(C3=C(CN(C2)C1)C4=CC=CC=C4N3)(C5=C(C=C6C(=C5)C78CCN9C7C(C=CC9)(C(C(C8N6C)(C(=O)OC)O)OC(=O)C)CC)OC)C(=O)OC.C(C(C(=O)O)O)(C(=O)O)O. Drug 2: C1=CC=C(C(=C1)C(C2=CC=C(C=C2)Cl)C(Cl)Cl)Cl. Cell line: SN12C. Synergy scores: CSS=44.4, Synergy_ZIP=0.721, Synergy_Bliss=2.35, Synergy_Loewe=-52.0, Synergy_HSA=3.04. (6) Drug 1: CC1C(C(CC(O1)OC2CC(OC(C2O)C)OC3=CC4=CC5=C(C(=O)C(C(C5)C(C(=O)C(C(C)O)O)OC)OC6CC(C(C(O6)C)O)OC7CC(C(C(O7)C)O)OC8CC(C(C(O8)C)O)(C)O)C(=C4C(=C3C)O)O)O)O. Drug 2: C1=NC2=C(N=C(N=C2N1C3C(C(C(O3)CO)O)F)Cl)N. Cell line: UACC-257. Synergy scores: CSS=1.90, Synergy_ZIP=-5.49, Synergy_Bliss=-12.1, Synergy_Loewe=-22.0, Synergy_HSA=-12.1. (7) Drug 1: CN(C)N=NC1=C(NC=N1)C(=O)N. Drug 2: CCCS(=O)(=O)NC1=C(C(=C(C=C1)F)C(=O)C2=CNC3=C2C=C(C=N3)C4=CC=C(C=C4)Cl)F. Cell line: U251. Synergy scores: CSS=9.94, Synergy_ZIP=1.54, Synergy_Bliss=-1.27, Synergy_Loewe=-2.38, Synergy_HSA=-0.859.